From a dataset of Human Reference Interactome with 51,813 positive PPI pairs across 8,248 proteins, plus equal number of experimentally-validated negative pairs. Binary Classification. Given two protein amino acid sequences, predict whether they physically interact or not. (1) Protein 1 (ENSG00000140932) has sequence MAPKAAKGAKPEPAPAPPPPGAKPEEDKKDGKEPSDKPQKAVQDHKEPSDKPQKAVQPKHEVGTRRGCRRYRWELKDSNKEFWLLGHAEIKIRSLGCLIAAMILLSSLTVHPILRLIITMEISFFSFFILLYSFAIHRYIPFILWPISDLFNDLIACAFLVGAVVFAVRSRRSMNLHYLLAVILIGAAGVFAFIDVCLQRNHFRGKKAKKHMLVPPPGKEKGPQQGKGPEPAKPPEPGKPPGPAKGKK*MAPKAAKGAKPEPAPAPPPPGAKPEEDKKDGKEPSDKPQKAVQDHKEPSDK.... Protein 2 (ENSG00000169442) has sequence MKRFLFLLLTISLLVMVQIQTGLSGQNDTSQTSSPSASSNISGGIFLFFVANAIIHLFCFS*. Result: 1 (the proteins interact). (2) Protein 1 (ENSG00000134758) has sequence MAEDLSAATSYTEDDFYCPVCQEVLKTPVRTTACQHVNRSETSTSDNTETYQENTSSSGHPTFKCPLCQESNFTRQRLLDHCNSNHLFQIVPVTCPICVSLPWGDPSQITRNFVSHLNQRHQFDYGEFVNLQLDEETQYQTAVEESFQVNI*MAEDLSAATSYTEDDFYCPVCQEVLKTPVRTTACQHVFCRKCFLTAMRESGAHCPLCRGNVTRRERACPERALDLENIMRKFSGSCRCCAKQIKFYRMRHHYKSCKKYQDEYGVSSIIPNFQISQDSVGNSNRSETSTSDNTETYQEN.... Protein 2 (ENSG00000147885) has sequence MALSFSLLMAVLVLSYKSICSLGCDLPQTHSLGNRRALILLAQMGRISHFSCLKDRYDFGFPQEVFDGNQFQKAQAISAFHEMIQQTFNLFSTKDSSAAWDETLLDKFYIELFQQLNDLEACVTQEVGVEEIALMNEDSILAVRKYFQRITLYLMGKKYSPCAWEVVRAEIMRSFSFSTNLQKGLRRKD*. Result: 0 (the proteins do not interact). (3) Protein 1 (ENSG00000048545) has sequence MGNVMEGKSVEELSSTECHQWYKKFMTECPSGQLTLYEFRQFFGLKNLSPSASQYVEQMFETFDFNKDGYIDFMEYVAALSLVLKGKVEQKLRWYFKLYDVDGNGCIDRDELLTIIQAIRAINPCSDTTMTAEEFTDTVFSKIDVNGDGELSLEEFIEGVQKDQMLLDTLTRSLDLTRIVRRLQNGEQDEEGADEAAEAAG*. Protein 2 (ENSG00000156973) has sequence MSAKDERAREILRGFKLNWMNLRDAETGKILWQGTEDLSVPGVEHEARVPKKILKCKAVSRELNFSSTEQMEKFRLEQKVYFKGQCLEEWFFEFGFVIPNSTNTWQSLIEAAPESQMMPASVLTGNVIIETKFFDDDLLVSTSRVRLFYV*MSAKDERAREILRGFKLNWMNLRDAETGKILWQGTEDLSVPGVEHEARVPKKILKCKAVSRELNFSSTEQMEKFRLEQKVYFKGQCLEVGTLS*MNLRDAETGKILWQGTEDLSVPGVEHEARVPKKILKCKAVSRELNFSSTEQMEKF.... Result: 0 (the proteins do not interact). (4) Protein 1 (ENSG00000115806) has sequence MGSSQSVEIPGGGTEGYHVLRVQENSPGHRAGLEPFFDFIVSINGSRLNKDNDTLKDLLKANVEKPVKMLIYSSKTLELRETSVTPSNLWGGQGLLGVSIRFCSFDGANENVWHVLEVESNSPAALAGLRPHSDYIIGADTVMNESEDLFSLIETHEAKPLKLYVYNTDTDNCREVIITPNSAWGGEGSLGCGIGYGYLHRIPTRPFEEGKKISLPGQMAGTPITPLKDGFTEVQLSSVNPPSLSPPGTTGIEQSLTGLSISSTPPAVSSVLSTGVPTVPLLPPQVNQSLTSVPPMNPAT.... Protein 2 (ENSG00000187726) has sequence MGQDYYSVLGITRNSEDAQIKQAYRRLALKHHPLKSNEPSSAEIFRQIAEAYDVLSDPMKRGIYDKFGEEGLKGGIPLEFGSQTPWTTGYVFHGKPEKVFHEFFGGNNPFSEFFDAEGSEVDLNFGGLQGRGVKKQDPQVERDLYLSLEDLFFGCTKKIKISRRVLNEDGYSSTIKDKILTIDVKPGWRQGTRITFEKEGDQGPNIIPADIIFIVKEKLHPRFRRENDNLFFVNPIPLGKALTCCTVEVRTLDDRLLNIPINDIIHPKYFKKVPGEGMPLPEDPTKKGDLFIFFDIQFPT.... Result: 1 (the proteins interact). (5) Protein 1 (ENSG00000100814) has sequence MSLCEDMLLCNYRKCRIKLSGYAWVTACSHIFCDQHGSGEFSRSPAICPACNSTLSGKLDIVRTELSPSEEYKAMVLAGLRPEIVLDISSRALAFWTYQVHQERLYQEYNFSKAEGHLKQMEKIYTQQIQSKDVELTSMKGEVTSMKKVLEEYKKKFSDISEKLMERNRQYQKLQGLYDSLRLRNITIANHEGTLEPSMIAQSGVLGFPLGNNSKFPLDNTPVRNRGDGDGDFQFRPFFAGSPTAPEPSNSFFSFVSPSRELEQQQVSSRAFKVKRI*XTLAPERWPSGHIRLVSNSWVQ.... Protein 2 (ENSG00000179562) has sequence MEKFGMNFGGGPSKKDLLETIETQKKQLLQYQARLKDVVRAYKSLLKEKEALEASIKVLSVSHEADVGLAGVQLPGLTFPDSVDDRCSTHSEDSTGTATSLDTAASLTSTKGEFGVEDDRPARGPPPPKSEEASWSESGVSSSSGDGPFAGGEVDKRLHQLKTQLATLTSSLATVTQEKSRMEASYLADKKKMKQDLEDASNKAEEERARLEGELKGLQEQIAETKARLITQQHDRAQEQSDHALMLRELQKLLQEERTQRQDLELRLEETREALAGRAYAAEQMEGFELQTKQLTREVE.... Result: 0 (the proteins do not interact).